This data is from Peptide-MHC class I binding affinity with 185,985 pairs from IEDB/IMGT. The task is: Regression. Given a peptide amino acid sequence and an MHC pseudo amino acid sequence, predict their binding affinity value. This is MHC class I binding data. (1) The peptide sequence is HHSDDALFI. The MHC is HLA-A02:12 with pseudo-sequence HLA-A02:12. The binding affinity (normalized) is 0.0847. (2) The peptide sequence is QYSEKGKWTT. The MHC is HLA-A24:02 with pseudo-sequence HLA-A24:02. The binding affinity (normalized) is 0.0289. (3) The peptide sequence is DHIPIINTL. The MHC is HLA-A03:01 with pseudo-sequence HLA-A03:01. The binding affinity (normalized) is 0.0847. (4) The peptide sequence is DLPPAIAAE. The MHC is HLA-A31:01 with pseudo-sequence HLA-A31:01. The binding affinity (normalized) is 0.0847. (5) The peptide sequence is KEKGGLEGM. The MHC is HLA-A30:02 with pseudo-sequence HLA-A30:02. The binding affinity (normalized) is 0.0219. (6) The binding affinity (normalized) is 0.281. The peptide sequence is IPEISSNDNA. The MHC is HLA-B53:01 with pseudo-sequence HLA-B53:01. (7) The peptide sequence is AQRWANQIR. The MHC is HLA-B15:01 with pseudo-sequence HLA-B15:01. The binding affinity (normalized) is 0.134. (8) The peptide sequence is ERPDVLMSW. The MHC is Mamu-A01 with pseudo-sequence Mamu-A01. The binding affinity (normalized) is 0. (9) The peptide sequence is RSCSYKIGHH. The MHC is HLA-A33:01 with pseudo-sequence HLA-A33:01. The binding affinity (normalized) is 0. (10) The peptide sequence is GLNKIVRMY. The MHC is HLA-A02:01 with pseudo-sequence HLA-A02:01. The binding affinity (normalized) is 0.